Predict the reactants needed to synthesize the given product. From a dataset of Full USPTO retrosynthesis dataset with 1.9M reactions from patents (1976-2016). (1) Given the product [CH3:1][O:2][C:3]1[CH:10]=[CH:9][C:6]([CH2:7][CH:17]2[C:22](=[O:23])[O:21][C:20]([CH3:25])([CH3:24])[O:19][C:18]2=[O:26])=[CH:5][CH:4]=1, predict the reactants needed to synthesize it. The reactants are: [CH3:1][O:2][C:3]1[CH:10]=[CH:9][C:6]([CH:7]=O)=[CH:5][CH:4]=1.ClC1C=CC(C[CH:17]2[C:22](=[O:23])[O:21][C:20]([CH3:25])([CH3:24])[O:19][C:18]2=[O:26])=CC=1.BrC1C=C2C(=CC=1)N=C(Cl)C(CC1C=CC(Cl)=CC=1)=C2Cl. (2) The reactants are: CS(Cl)(=O)=O.[CH:6]1([NH:9][C:10](=[O:39])[C:11]2[CH:16]=[CH:15][C:14]([CH3:17])=[C:13]([N:18]3[CH:23]=[CH:22][N:21]=[C:20]([NH:24][C@@H:25]([C:28]4[CH:33]=[CH:32][CH:31]=[CH:30][C:29]=4[O:34][CH2:35][CH2:36]O)[CH2:26][CH3:27])[C:19]3=[O:38])[CH:12]=2)[CH2:8][CH2:7]1.[CH2:40]([N:42](CC)[CH2:43][CH3:44])[CH3:41].O. Given the product [CH:6]1([NH:9][C:10](=[O:39])[C:11]2[CH:16]=[CH:15][C:14]([CH3:17])=[C:13]([N:18]3[CH:23]=[CH:22][N:21]=[C:20]([NH:24][C@@H:25]([C:28]4[CH:33]=[CH:32][CH:31]=[CH:30][C:29]=4[O:34][CH2:35][CH2:36][N:42]4[CH2:43][CH2:44][CH2:41][CH2:40]4)[CH2:26][CH3:27])[C:19]3=[O:38])[CH:12]=2)[CH2:8][CH2:7]1, predict the reactants needed to synthesize it. (3) The reactants are: Cl[CH2:2][C:3]([C:5]1[CH:10]=[CH:9][C:8]([F:11])=[C:7]([N+:12]([O-:14])=[O:13])[CH:6]=1)=[O:4].S(C)C.[Cl-].[NH4+].C(OCC)(=O)C. Given the product [F:11][C:8]1[CH:9]=[CH:10][C:5]([C@@H:3]2[CH2:2][O:4]2)=[CH:6][C:7]=1[N+:12]([O-:14])=[O:13], predict the reactants needed to synthesize it. (4) Given the product [CH3:25][O:26][C:27]([C:29]1[CH:38]=[C:37]([O:39][CH2:40][C:41]2[CH:46]=[CH:45][CH:44]=[CH:43][CH:42]=2)[C:36]2[C:31](=[C:32]([N+:48]([O-:50])=[O:49])[CH:33]=[C:34]([C:14]#[C:13][C:12]3[CH:7]=[CH:8][CH:9]=[CH:10][CH:11]=3)[CH:35]=2)[N:30]=1)=[O:28], predict the reactants needed to synthesize it. The reactants are: COC(C1[CH:14]=[C:13](O)[C:12]2[C:7](=[C:8](OCC3C=CC=CC=3)[CH:9]=[C:10](Br)[CH:11]=2)N=1)=O.[CH3:25][O:26][C:27]([C:29]1[CH:38]=[C:37]([O:39][CH2:40][C:41]2[CH:46]=[CH:45][CH:44]=[CH:43][CH:42]=2)[C:36]2[C:31](=[C:32]([N+:48]([O-:50])=[O:49])[CH:33]=[C:34](Br)[CH:35]=2)[N:30]=1)=[O:28].